Task: Predict the product of the given reaction.. Dataset: Forward reaction prediction with 1.9M reactions from USPTO patents (1976-2016) (1) Given the reactants [Br:1]Br.[CH3:3][O:4][C:5]1[CH:10]=[CH:9][C:8]([C:11]2[S:15][C:14]([C:16]([O:18][CH2:19][CH3:20])=[O:17])=[N:13][C:12]=2[CH3:21])=[CH:7][CH:6]=1, predict the reaction product. The product is: [Br:1][C:10]1[CH:9]=[C:8]([C:11]2[S:15][C:14]([C:16]([O:18][CH2:19][CH3:20])=[O:17])=[N:13][C:12]=2[CH3:21])[CH:7]=[CH:6][C:5]=1[O:4][CH3:3]. (2) Given the reactants [N:1]1([CH2:7][C:8]2[CH:9]=[C:10]3[C:15](=[CH:16][CH:17]=2)[CH2:14][CH:13]([NH2:18])[CH2:12][CH2:11]3)[CH2:6][CH2:5][CH2:4][CH2:3][CH2:2]1.[CH3:19]C(OC(OC(OC(C)(C)C)=O)=O)(C)C, predict the reaction product. The product is: [CH3:19][NH:18][CH:13]1[CH2:12][CH2:11][C:10]2[C:15](=[CH:16][CH:17]=[C:8]([CH2:7][N:1]3[CH2:2][CH2:3][CH2:4][CH2:5][CH2:6]3)[CH:9]=2)[CH2:14]1. (3) Given the reactants Cl.Br[C:3]1[CH:12]=[C:11]2[C:6]([CH:7]([C:13]3[CH:14]=[N:15][CH:16]=[CH:17][CH:18]=3)[CH2:8][NH:9][CH2:10]2)=[CH:5][CH:4]=1.N(CC)CC.C1C=CC(P(C2C=CC=CC=2)C2C=CC=CC=2)=CC=1.[CH2:43]([N:47]1[CH2:52][CH2:51][CH2:50][CH2:49][CH2:48]1)[CH2:44][C:45]#[CH:46], predict the reaction product. The product is: [N:47]1([CH2:43][CH2:44][C:45]#[C:46][C:3]2[CH:12]=[C:11]3[C:6]([CH:7]([C:13]4[CH:14]=[N:15][CH:16]=[CH:17][CH:18]=4)[CH2:8][NH:9][CH2:10]3)=[CH:5][CH:4]=2)[CH2:52][CH2:51][CH2:50][CH2:49][CH2:48]1.